From a dataset of Forward reaction prediction with 1.9M reactions from USPTO patents (1976-2016). Predict the product of the given reaction. (1) The product is: [O:1]1[CH2:6][CH2:5][CH:4]([CH:7]2[C:16]3[C:11](=[CH:12][CH:13]=[CH:14][CH:15]=3)[NH:10][CH2:9][CH2:8]2)[CH2:3][CH2:2]1. Given the reactants [O:1]1[CH2:6][CH2:5][CH:4]([CH:7]2[C:16]3[C:11](=[CH:12][CH:13]=[CH:14][CH:15]=3)[NH:10][C:9](=O)[CH2:8]2)[CH2:3][CH2:2]1.O1CCCC1.B, predict the reaction product. (2) Given the reactants O[CH2:2][C:3]1[CH:4]=[C:5]([CH:10]=[CH:11][CH:12]=1)[C:6]([O:8][CH3:9])=[O:7].C1(P(C2C=CC=CC=2)C2C=CC=CC=2)C=CC=CC=1.C(Br)(Br)(Br)[Br:33], predict the reaction product. The product is: [Br:33][CH2:2][C:3]1[CH:4]=[C:5]([CH:10]=[CH:11][CH:12]=1)[C:6]([O:8][CH3:9])=[O:7]. (3) Given the reactants [NH2:1][C:2]1[CH:3]=[C:4]([C:11]([N:13]2[CH2:18][CH2:17][CH:16]([C:19]3[CH:24]=[CH:23][C:22]([C:25]4[CH:26]=[N:27][N:28]([CH3:30])[CH:29]=4)=[CH:21][CH:20]=3)[CH2:15][CH2:14]2)=[O:12])[CH:5]=[CH:6][C:7]=1[N:8]([CH3:10])[CH3:9].C(N(CC)CC)C.[CH:38]1([C:41](Cl)=[O:42])[CH2:40][CH2:39]1, predict the reaction product. The product is: [CH3:10][N:8]([CH3:9])[C:7]1[CH:6]=[CH:5][C:4]([C:11]([N:13]2[CH2:14][CH2:15][CH:16]([C:19]3[CH:24]=[CH:23][C:22]([C:25]4[CH:26]=[N:27][N:28]([CH3:30])[CH:29]=4)=[CH:21][CH:20]=3)[CH2:17][CH2:18]2)=[O:12])=[CH:3][C:2]=1[NH:1][C:41]([CH:38]1[CH2:40][CH2:39]1)=[O:42]. (4) Given the reactants Cl[C:2]1[CH:7]=[C:6]([C:8]2[CH:13]=[CH:12][C:11]([F:14])=[CH:10][CH:9]=2)[N:5]=[C:4]2[CH:15]=[CH:16][S:17][C:3]=12.[NH:18]1[CH2:26][CH2:25][CH:21]([C:22]([NH2:24])=[O:23])[CH2:20][CH2:19]1.C([O-])(=O)C.[Na+], predict the reaction product. The product is: [F:14][C:11]1[CH:12]=[CH:13][C:8]([C:6]2[N:5]=[C:4]3[CH:15]=[CH:16][S:17][C:3]3=[C:2]([N:18]3[CH2:26][CH2:25][CH:21]([C:22]([NH2:24])=[O:23])[CH2:20][CH2:19]3)[CH:7]=2)=[CH:9][CH:10]=1. (5) Given the reactants [OH:1][CH:2]([C@H:6]1[O:11][CH2:10][CH2:9][N:8]([C:12]2[CH:17]=[CH:16][C:15]([C:18]([F:21])([F:20])[F:19])=[CH:14][CH:13]=2)[C:7]1=[O:22])[C:3]([O-:5])=[O:4].CC(O[C:27]([CH3:29])=[O:28])=O.N1[CH:35]=[CH:34][CH:33]=CC=1.[CH2:36](Cl)Cl, predict the reaction product. The product is: [C:27]([O:1][C@H:2]([C@H:6]1[O:11][CH2:10][CH2:9][N:8]([C:12]2[CH:13]=[CH:14][C:15]([C:18]([F:19])([F:21])[F:20])=[CH:16][CH:17]=2)[C:7]1=[O:22])[C:3]([O:5][C:34]([CH3:33])([CH3:35])[CH3:36])=[O:4])(=[O:28])[CH3:29].